This data is from Forward reaction prediction with 1.9M reactions from USPTO patents (1976-2016). The task is: Predict the product of the given reaction. Given the reactants [CH:1]([NH:3][C@@H:4]1[C:32](=[O:33])[N:6]2[C:7]([C:16]([O:18][CH:19]([C:26]3[CH:31]=[CH:30][CH:29]=[CH:28][CH:27]=3)[C:20]3[CH:25]=[CH:24][CH:23]=[CH:22][CH:21]=3)=[O:17])=[C:8](OS(C)(=O)=O)[CH2:9][S:10][C@H:5]12)=[O:2].[SH-:34].[Na+].C(N(C(C)C)CC)(C)C.C(=O)=O.ClC(Cl)(Cl)Cl.Cl.Cl[CH2:55][C:56]1[CH:57]=[N:58][NH:59][CH:60]=1, predict the reaction product. The product is: [CH:1]([NH:3][C@@H:4]1[C:32](=[O:33])[N:6]2[C:7]([C:16]([O:18][CH:19]([C:20]3[CH:25]=[CH:24][CH:23]=[CH:22][CH:21]=3)[C:26]3[CH:31]=[CH:30][CH:29]=[CH:28][CH:27]=3)=[O:17])=[C:8]([S:34][CH2:55][C:56]3[CH:57]=[N:58][NH:59][CH:60]=3)[CH2:9][S:10][C@H:5]12)=[O:2].